The task is: Regression. Given a peptide amino acid sequence and an MHC pseudo amino acid sequence, predict their binding affinity value. This is MHC class I binding data.. This data is from Peptide-MHC class I binding affinity with 185,985 pairs from IEDB/IMGT. (1) The peptide sequence is CPNSYDSIM. The MHC is HLA-B53:01 with pseudo-sequence HLA-B53:01. The binding affinity (normalized) is 0.655. (2) The peptide sequence is VTPDTYGSL. The MHC is Mamu-A01 with pseudo-sequence Mamu-A01. The binding affinity (normalized) is 0.760. (3) The peptide sequence is ATPYDINQML. The MHC is HLA-A30:01 with pseudo-sequence HLA-A30:01. The binding affinity (normalized) is 0.136. (4) The peptide sequence is IMTGDTPINIF. The MHC is Mamu-B01 with pseudo-sequence Mamu-B01. The binding affinity (normalized) is 0.